This data is from Full USPTO retrosynthesis dataset with 1.9M reactions from patents (1976-2016). The task is: Predict the reactants needed to synthesize the given product. (1) Given the product [N+:16]([C:4]1[CH:3]=[C:2]([C:20]2[S:19][CH:23]=[CH:22][CH:21]=2)[CH:7]=[CH:6][C:5]=1[NH:8][C:9](=[O:15])[O:10][C:11]([CH3:14])([CH3:13])[CH3:12])([O-:18])=[O:17], predict the reactants needed to synthesize it. The reactants are: Br[C:2]1[CH:7]=[CH:6][C:5]([NH:8][C:9](=[O:15])[O:10][C:11]([CH3:14])([CH3:13])[CH3:12])=[C:4]([N+:16]([O-:18])=[O:17])[CH:3]=1.[S:19]1[CH:23]=[CH:22][CH:21]=[C:20]1B(O)O.C(=O)([O-])[O-].[Na+].[Na+]. (2) Given the product [C:1]1([S:7]([O:10][C:11]2[CH:12]=[N:13][C:14]([CH2:17][S:20]([CH3:19])(=[O:22])=[O:21])=[CH:15][CH:16]=2)(=[O:9])=[O:8])[CH:6]=[CH:5][CH:4]=[CH:3][CH:2]=1, predict the reactants needed to synthesize it. The reactants are: [C:1]1([S:7]([O:10][C:11]2[CH:12]=[N:13][C:14]([CH2:17]Br)=[CH:15][CH:16]=2)(=[O:9])=[O:8])[CH:6]=[CH:5][CH:4]=[CH:3][CH:2]=1.[CH3:19][S:20]([O-:22])=[O:21].[Na+].O. (3) Given the product [CH3:20][C:17]1[CH:18]=[CH:19][C:14]([S:11]([N:8]2[C:6]3[N:7]=[C:2]([NH:37][C:34]4[CH:33]=[CH:32][C:31]([C:30]([O:29][CH2:27][CH3:28])=[O:38])=[CH:36][CH:35]=4)[N:3]=[C:4]([NH:21][CH2:22][C:23]([F:26])([F:25])[F:24])[C:5]=3[CH:10]=[CH:9]2)(=[O:13])=[O:12])=[CH:15][CH:16]=1, predict the reactants needed to synthesize it. The reactants are: Cl[C:2]1[N:3]=[C:4]([NH:21][CH2:22][C:23]([F:26])([F:25])[F:24])[C:5]2[CH:10]=[CH:9][N:8]([S:11]([C:14]3[CH:19]=[CH:18][C:17]([CH3:20])=[CH:16][CH:15]=3)(=[O:13])=[O:12])[C:6]=2[N:7]=1.[CH2:27]([O:29][C:30](=[O:38])[C:31]1[CH:36]=[CH:35][C:34]([NH2:37])=[CH:33][CH:32]=1)[CH3:28].C(=O)([O-])[O-].[K+].[K+].C(O)C. (4) The reactants are: [CH2:1]([O:5][C:6]1[C:15]2[C:10](=[CH:11][CH:12]=[C:13]([C:16]3[S:17][CH:18]=[C:19]([C:21]([O:23]CC)=[O:22])[N:20]=3)[CH:14]=2)[C:9](=[O:26])[N:8]([CH2:27][CH:28]([CH3:30])[CH3:29])[C:7]=1[CH2:31][NH:32][C:33]([O:35][C:36]([CH3:39])([CH3:38])[CH3:37])=[O:34])[CH2:2][CH2:3][CH3:4].C(O)C.[OH-].[Na+].Cl. Given the product [CH2:1]([O:5][C:6]1[C:15]2[C:10](=[CH:11][CH:12]=[C:13]([C:16]3[S:17][CH:18]=[C:19]([C:21]([OH:23])=[O:22])[N:20]=3)[CH:14]=2)[C:9](=[O:26])[N:8]([CH2:27][CH:28]([CH3:29])[CH3:30])[C:7]=1[CH2:31][NH:32][C:33]([O:35][C:36]([CH3:39])([CH3:38])[CH3:37])=[O:34])[CH2:2][CH2:3][CH3:4], predict the reactants needed to synthesize it. (5) Given the product [CH3:1][C@@H:2]1[C:8]2[CH:9]=[CH:10][C:11]([C:13]([O:15][CH2:16][CH3:17])=[O:14])=[CH:12][C:7]=2[O:6][CH2:5][CH2:4][NH:3]1, predict the reactants needed to synthesize it. The reactants are: [CH3:1][C@@H:2]1[C:8]2[CH:9]=[CH:10][C:11]([C:13]([O:15][CH2:16][CH3:17])=[O:14])=[CH:12][C:7]=2[O:6][CH2:5][CH2:4][N:3]1C(OC(C)(C)C)=O.C(O)(C(F)(F)F)=O. (6) Given the product [Br:1][C:2]1[CH:3]=[CH:4][C:5]([CH2:8][C:9]([O:11][CH2:17][CH3:18])=[O:10])=[CH:6][CH:7]=1, predict the reactants needed to synthesize it. The reactants are: [Br:1][C:2]1[CH:7]=[CH:6][C:5]([CH2:8][C:9]([OH:11])=[O:10])=[CH:4][CH:3]=1.S(=O)(=O)(O)O.[CH2:17](O)[CH3:18].